From a dataset of M1 muscarinic receptor antagonist screen with 61,756 compounds. Binary Classification. Given a drug SMILES string, predict its activity (active/inactive) in a high-throughput screening assay against a specified biological target. (1) The drug is O=C1N(C(=O)C2C1C(NC2c1cc(OC)c(O)cc1)(C)C(OC)=O)CC. The result is 0 (inactive). (2) The drug is S(c1nc(N)c(c(C(C)C)c1C#N)C#N)CC(OC)=O. The result is 0 (inactive). (3) The molecule is Clc1cc(N2CCN(CC2)C(=O)c2c(c([nH]c2C)C(OCC)=O)C)ccc1. The result is 0 (inactive). (4) The molecule is O=C(N)C1(N2CCCCC2)CCN(CC1)\C(=C1\C(=O)c2c(C1=O)cccc2)C. The result is 0 (inactive).